Dataset: Reaction yield outcomes from USPTO patents with 853,638 reactions. Task: Predict the reaction yield, written as a fraction of the theoretical maximum amount of product (1.0 means a 100% yield; for example, 0.34 means a 34% yield). (1) The reactants are O[NH:2][C:3]([C:5]1[O:6][C:7]([C:10]2[CH:15]=[CH:14][C:13]([C:16]3[CH:21]=[CH:20][C:19]([C:22](=[NH:25])[NH:23]O)=[CH:18][CH:17]=3)=[CH:12][CH:11]=2)=[CH:8][CH:9]=1)=[NH:4].[C:26]([O:29]C(=O)C)(=[O:28])[CH3:27]. The catalyst is C(O)(=O)C.[Pd]. The product is [C:26]([OH:29])(=[O:28])[CH3:27].[C:22]([C:19]1[CH:18]=[CH:17][C:16]([C:13]2[CH:14]=[CH:15][C:10]([C:7]3[O:6][C:5]([C:3]([NH2:4])=[NH:2])=[CH:9][CH:8]=3)=[CH:11][CH:12]=2)=[CH:21][CH:20]=1)(=[NH:23])[NH2:25]. The yield is 0.710. (2) The reactants are [C:1]([C:5]1[CH:9]=[C:8]([NH:10][C:11](=[O:36])[NH:12][C:13]2[C:22]3[C:17](=[CH:18][CH:19]=[CH:20][CH:21]=3)[C:16]([O:23][CH2:24][C:25]3[CH:30]=[CH:29][N:28]=[C:27]([NH:31][C:32](=[O:35])[CH2:33]Cl)[CH:26]=3)=[CH:15][CH:14]=2)[N:7]([C:37]2[CH:42]=[CH:41][C:40]([CH3:43])=[CH:39][CH:38]=2)[N:6]=1)([CH3:4])([CH3:3])[CH3:2].CCN(C(C)C)C(C)C.[CH3:53][N:54]1[CH2:59][CH2:58][NH:57][CH2:56][CH2:55]1. The catalyst is C(Cl)Cl.CN(C=O)C. The product is [C:1]([C:5]1[CH:9]=[C:8]([NH:10][C:11](=[O:36])[NH:12][C:13]2[C:22]3[C:17](=[CH:18][CH:19]=[CH:20][CH:21]=3)[C:16]([O:23][CH2:24][C:25]3[CH:30]=[CH:29][N:28]=[C:27]([NH:31][C:32](=[O:35])[CH2:33][N:57]4[CH2:58][CH2:59][N:54]([CH3:53])[CH2:55][CH2:56]4)[CH:26]=3)=[CH:15][CH:14]=2)[N:7]([C:37]2[CH:42]=[CH:41][C:40]([CH3:43])=[CH:39][CH:38]=2)[N:6]=1)([CH3:4])([CH3:3])[CH3:2]. The yield is 0.470. (3) The reactants are Br[CH2:2][C:3]([C:5]1[CH:10]=[CH:9][C:8]([Br:11])=[CH:7][CH:6]=1)=O.[NH2:12][C:13]1[CH:18]=[CH:17][C:16]([CH3:19])=[CH:15][N:14]=1.C(=O)([O-])O.[Na+]. The catalyst is C(O)C. The product is [Br:11][C:8]1[CH:9]=[CH:10][C:5]([C:3]2[N:12]=[C:13]3[CH:18]=[CH:17][C:16]([CH3:19])=[CH:15][N:14]3[CH:2]=2)=[CH:6][CH:7]=1. The yield is 0.810. (4) The reactants are [H-].C([Al+]CC(C)C)C(C)C.[CH3:11][C:12]1([CH3:24])[O:16][C@H:15](/[CH:17]=[CH:18]\[C:19](OCC)=[O:20])[CH2:14][O:13]1.[C@H](O)(C([O-])=O)[C@@H](O)C([O-])=O.[Na+].[K+]. The catalyst is ClCCl. The product is [CH3:11][C:12]1([CH3:24])[O:16][C@H:15](/[CH:17]=[CH:18]\[CH2:19][OH:20])[CH2:14][O:13]1. The yield is 0.950. (5) The reactants are [C:1]([O:5][C:6]([N:8]1[CH2:13][CH2:12][N:11]([CH2:14][C:15]2[CH:16]=[CH:17][CH:18]=[C:19]3[C:23]=2[N:22]([CH3:24])[C:21]([C:25](=[O:44])[NH:26][C:27]2[CH:32]=[C:31]([C:33]([CH3:36])([CH3:35])[CH3:34])[CH:30]=[C:29]([NH:37][S:38]([CH3:41])(=[O:40])=[O:39])[C:28]=2[O:42][CH3:43])=[CH:20]3)[CH2:10][CH2:9]1)=[O:7])(C)(C)[CH3:2].CCOC(N1CCNCC1)=O.C(O)(=O)C.C(O[BH-](OC(=O)C)OC(=O)C)(=O)C.[Na+]. The catalyst is ClC(Cl)C. The product is [CH2:1]([O:5][C:6]([N:8]1[CH2:9][CH2:10][N:11]([CH2:14][C:15]2[CH:16]=[CH:17][CH:18]=[C:19]3[C:23]=2[N:22]([CH3:24])[C:21]([C:25](=[O:44])[NH:26][C:27]2[CH:32]=[C:31]([C:33]([CH3:35])([CH3:36])[CH3:34])[CH:30]=[C:29]([NH:37][S:38]([CH3:41])(=[O:40])=[O:39])[C:28]=2[O:42][CH3:43])=[CH:20]3)[CH2:12][CH2:13]1)=[O:7])[CH3:2]. The yield is 0.380. (6) The reactants are [H-].[Na+].[OH:3][CH:4]([CH2:8][S:9][CH3:10])[C:5]([OH:7])=[O:6].I[CH3:12]. The catalyst is CN(C=O)C. The product is [CH3:12][O:3][CH:4]([CH2:8][S:9][CH3:10])[C:5]([OH:7])=[O:6]. The yield is 0.457. (7) The reactants are Cl[C:2]1[N:7]=[C:6]([NH:8][C:9]([C:11]2([C:14]3[CH:24]=[CH:23][C:17]4[O:18][C:19]([F:22])([F:21])[O:20][C:16]=4[CH:15]=3)[CH2:13][CH2:12]2)=[O:10])[CH:5]=[CH:4][C:3]=1[CH3:25].[CH3:26][O:27][C:28]1[N:33]=[CH:32][C:31](B(O)O)=[C:30](C)[CH:29]=1.[C:38]([O-])([O-])=O.[Na+].[Na+]. The catalyst is COCCOC.C1C=CC([P]([Pd]([P](C2C=CC=CC=2)(C2C=CC=CC=2)C2C=CC=CC=2)([P](C2C=CC=CC=2)(C2C=CC=CC=2)C2C=CC=CC=2)[P](C2C=CC=CC=2)(C2C=CC=CC=2)C2C=CC=CC=2)(C2C=CC=CC=2)C2C=CC=CC=2)=CC=1. The product is [F:21][C:19]1([F:22])[O:18][C:17]2[CH:23]=[CH:24][C:14]([C:11]3([C:9]([NH:8][C:6]4[N:7]=[C:2]([C:29]5[C:28]([O:27][CH3:26])=[N:33][CH:32]=[C:31]([CH3:38])[CH:30]=5)[C:3]([CH3:25])=[CH:4][CH:5]=4)=[O:10])[CH2:13][CH2:12]3)=[CH:15][C:16]=2[O:20]1. The yield is 0.810.